From a dataset of Full USPTO retrosynthesis dataset with 1.9M reactions from patents (1976-2016). Predict the reactants needed to synthesize the given product. (1) The reactants are: FC1C=C(B(O)O)C(OC)=NC=1.[CH3:13][O:14][C:15]1[C:20](B(O)O)=[CH:19][CH:18]=[C:17]([O:24]C)[N:16]=1. Given the product [CH3:13][O:14][C:15]1[NH:16][C:17](=[O:24])[CH:18]=[CH:19][CH:20]=1, predict the reactants needed to synthesize it. (2) Given the product [CH3:6][O:5][P:3]([S:7][CH2:8][N:9]1[C:18](=[O:19])[C:17]2[C:12](=[CH:13][CH:14]=[CH:15][CH:16]=2)[C:10]1=[O:11])([O:2][CH3:1])=[S:4].[C@@H:25]1([OH:26])[C@@H:24]([OH:31])[C@H:23]([OH:36])[C@@H:22]([OH:41])[C@@H:21]([OH:46])[C@H:20]1[OH:51].[P:27]([O-:30])([O-:29])([O-:28])=[O:26], predict the reactants needed to synthesize it. The reactants are: [CH3:1][O:2][P:3]([S:7][CH2:8][N:9]1[C:18](=[O:19])[C:17]2[C:12](=[CH:13][CH:14]=[CH:15][CH:16]=2)[C:10]1=[O:11])([O:5][CH3:6])=[S:4].[CH:20]1([O:51]P(O)(O)=O)[CH:25]([O:26][P:27]([OH:30])([OH:29])=[O:28])[CH:24]([O:31]P(O)(O)=O)[CH:23]([O:36]P(O)(O)=O)[CH:22]([O:41]P(O)(O)=O)[CH:21]1[O:46]P(O)(O)=O. (3) Given the product [Br:1][C:2]1[CH:3]=[CH:4][C:5]([CH2:6][N:7]2[CH2:11][CH2:10][C:9]3([CH2:16][CH2:15][N:14]([CH2:17][CH2:18][C:19]([OH:26])([C:33]4[CH:34]=[CH:35][CH:36]=[CH:37][C:32]=4[O:31][CH3:30])[C:20]4[CH:21]=[CH:22][CH:23]=[CH:24][CH:25]=4)[CH2:13][CH2:12]3)[C:8]2=[O:27])=[CH:28][CH:29]=1, predict the reactants needed to synthesize it. The reactants are: [Br:1][C:2]1[CH:29]=[CH:28][C:5]([CH2:6][N:7]2[CH2:11][CH2:10][C:9]3([CH2:16][CH2:15][N:14]([CH2:17][CH2:18][C:19](=[O:26])[C:20]4[CH:25]=[CH:24][CH:23]=[CH:22][CH:21]=4)[CH2:13][CH2:12]3)[C:8]2=[O:27])=[CH:4][CH:3]=1.[CH3:30][O:31][C:32]1[CH:37]=[CH:36][CH:35]=[CH:34][C:33]=1[Mg]Br.O. (4) Given the product [CH:1]([C:5]1([CH3:10])[CH2:8][O:9][CH:19]([CH:13]2[CH2:14][CH2:15][C:16]([CH3:18])=[CH:17][CH:12]2[CH3:11])[O:7][CH2:6]1)([CH2:3][CH3:4])[CH3:2], predict the reactants needed to synthesize it. The reactants are: [CH:1]([C:5]([CH3:10])([CH2:8][OH:9])[CH2:6][OH:7])([CH2:3][CH3:4])[CH3:2].[CH3:11][CH:12]1[CH:17]=[C:16]([CH3:18])[CH2:15][CH2:14][CH:13]1[CH:19]=O. (5) Given the product [CH3:6][C@H:7]1[C@@H:12]([N:13]([C:15]2[N:23]=[CH:22][N:21]=[C:20]3[C:16]=2[CH:17]=[CH:18][NH:19]3)[CH3:14])[CH2:11][N:10]([C:24]([CH2:26][C:27]#[N:28])=[O:25])[CH2:9][CH2:8]1.[ClH:1], predict the reactants needed to synthesize it. The reactants are: [ClH:1].C(O)(C)C.[CH3:6][C@H:7]1[C@@H:12]([N:13]([C:15]2[N:23]=[CH:22][N:21]=[C:20]3[C:16]=2[CH:17]=[CH:18][NH:19]3)[CH3:14])[CH2:11][N:10]([C:24]([CH2:26][C:27]#[N:28])=[O:25])[CH2:9][CH2:8]1. (6) Given the product [C:27]([N:14]1[C:15]2[C:20](=[CH:19][C:18]([CH:21]3[CH2:26][CH2:25][O:24][CH2:23][CH2:22]3)=[CH:17][CH:16]=2)[C@H:11]([NH:10][C:2]2[N:3]=[CH:4][C:5]([C:8]#[N:9])=[N:6][CH:7]=2)[C@@H:12]([CH3:31])[C@@H:13]1[CH3:30])(=[O:29])[CH3:28], predict the reactants needed to synthesize it. The reactants are: Cl[C:2]1[N:3]=[CH:4][C:5]([C:8]#[N:9])=[N:6][CH:7]=1.[NH2:10][C@H:11]1[C:20]2[C:15](=[CH:16][CH:17]=[C:18]([CH:21]3[CH2:26][CH2:25][O:24][CH2:23][CH2:22]3)[CH:19]=2)[N:14]([C:27](=[O:29])[CH3:28])[C@@H:13]([CH3:30])[C@@H:12]1[CH3:31].CCN(C(C)C)C(C)C. (7) Given the product [CH3:1][O:2][C:3]1[CH:4]=[C:5]([N:9]2[CH:13]=[C:12]([C:14]([OH:27])=[O:15])[C:11]([C:16]3[CH:21]=[CH:20][CH:19]=[CH:18][C:17]=3[N+:22]([O-:24])=[O:23])=[N:10]2)[CH:6]=[CH:7][CH:8]=1, predict the reactants needed to synthesize it. The reactants are: [CH3:1][O:2][C:3]1[CH:4]=[C:5]([N:9]2[CH:13]=[C:12]([CH:14]=[O:15])[C:11]([C:16]3[CH:21]=[CH:20][CH:19]=[CH:18][C:17]=3[N+:22]([O-:24])=[O:23])=[N:10]2)[CH:6]=[CH:7][CH:8]=1.O.[Mn]([O-])(=O)(=O)=[O:27].[K+].